Task: Predict the product of the given reaction.. Dataset: Forward reaction prediction with 1.9M reactions from USPTO patents (1976-2016) (1) The product is: [CH3:1][C@@H:2]1[CH2:3][N:4]([C:10]2[CH:11]=[CH:12][C:13]3[O:14][CH2:15][C:16](=[O:20])[NH:17][C:18]=3[N:19]=2)[CH2:5][C@@H:6]([CH3:8])[O:7]1. Given the reactants [CH3:1][C@H:2]1[O:7][C@H:6]([CH3:8])[CH2:5][NH:4][CH2:3]1.Br[C:10]1[CH:11]=[CH:12][C:13]2[O:14][CH2:15][C:16](=[O:20])[NH:17][C:18]=2[N:19]=1, predict the reaction product. (2) Given the reactants FC(F)(F)C(O)=O.C(OC([N:15]1[CH2:20][CH2:19][CH:18]([NH:21][C:22]([C:24]2[C:25]([O:31][C:32]3[CH:37]=[CH:36][CH:35]=[C:34]([S:38][CH3:39])[CH:33]=3)=[N:26][CH:27]=[C:28]([F:30])[CH:29]=2)=[O:23])[CH2:17][CH2:16]1)=O)(C)(C)C, predict the reaction product. The product is: [NH3:15].[F:30][C:28]1[CH:27]=[N:26][C:25]([O:31][C:32]2[CH:37]=[CH:36][CH:35]=[C:34]([S:38][CH3:39])[CH:33]=2)=[C:24]([CH:29]=1)[C:22]([NH:21][CH:18]1[CH2:17][CH2:16][NH:15][CH2:20][CH2:19]1)=[O:23]. (3) Given the reactants [C:1](=[O:39])(OC1C=CC([N+]([O-])=O)=CC=1)[O:2][CH:3]1[CH2:8][CH2:7][N:6]([C:9]2[C:10]3[CH2:26][S:25](=[O:28])(=[O:27])[CH2:24][C:11]=3[N:12]=[C:13]([C:15]3[CH:20]=[C:19]([F:21])[C:18]([Cl:22])=[CH:17][C:16]=3[F:23])[N:14]=2)[CH2:5][CH2:4]1.[CH3:40][NH:41][CH2:42][CH2:43][OH:44].C(=O)(O)[O-].[Na+].Cl.O1CCOCC1, predict the reaction product. The product is: [ClH:22].[OH:44][CH2:43][CH2:42][N:41]([CH3:40])[C:1](=[O:39])[O:2][CH:3]1[CH2:4][CH2:5][N:6]([C:9]2[C:10]3[CH2:26][S:25](=[O:27])(=[O:28])[CH2:24][C:11]=3[N:12]=[C:13]([C:15]3[CH:20]=[C:19]([F:21])[C:18]([Cl:22])=[CH:17][C:16]=3[F:23])[N:14]=2)[CH2:7][CH2:8]1. (4) Given the reactants C(=O)([O-])[O-].[K+].[K+].Br[CH2:8][C:9]([C:11]1[CH:16]=[CH:15][CH:14]=[C:13]([O:17][CH3:18])[CH:12]=1)=[O:10].[Br:19][C:20]1[N:28]([CH2:29][CH:30]=[C:31]([CH3:33])[CH3:32])[C:27]2[C:26](=[O:34])[NH:25][CH:24]=[N:23][C:22]=2[C:21]=1[C:35]#[N:36], predict the reaction product. The product is: [Br:19][C:20]1[N:28]([CH2:29][CH:30]=[C:31]([CH3:32])[CH3:33])[C:27]2[C:26](=[O:34])[N:25]([CH2:8][C:9]([C:11]3[CH:16]=[CH:15][CH:14]=[C:13]([O:17][CH3:18])[CH:12]=3)=[O:10])[CH:24]=[N:23][C:22]=2[C:21]=1[C:35]#[N:36].